From a dataset of Full USPTO retrosynthesis dataset with 1.9M reactions from patents (1976-2016). Predict the reactants needed to synthesize the given product. (1) The reactants are: [CH:1]1([CH2:7][CH:8]([N:20]2[C:29](=[O:30])[C:28]3[C:23](=[CH:24][CH:25]=[C:26]([F:31])[CH:27]=3)[N:22]=[CH:21]2)[C:9]([NH:11][C:12]2[S:13][C:14]([C:17]([OH:19])=O)=[CH:15][N:16]=2)=[O:10])[CH2:6][CH2:5][CH2:4][CH2:3][CH2:2]1.CN(C(ON1N=NC2C=CC=CC1=2)=[N+](C)C)C.F[P-](F)(F)(F)(F)F.[CH3:56][CH2:57][N:58](CC)[CH2:59][CH3:60]. Given the product [CH:1]1([CH2:7][CH:8]([N:20]2[C:29](=[O:30])[C:28]3[C:23](=[CH:24][CH:25]=[C:26]([F:31])[CH:27]=3)[N:22]=[CH:21]2)[C:9]([NH:11][C:12]2[S:13][C:14]([C:17]([N:58]([CH2:59][CH3:60])[CH2:57][CH3:56])=[O:19])=[CH:15][N:16]=2)=[O:10])[CH2:6][CH2:5][CH2:4][CH2:3][CH2:2]1, predict the reactants needed to synthesize it. (2) Given the product [CH3:1][O:2][C:3](=[O:17])[C:4]1[CH:9]=[C:8]([N:10]2[CH2:14][CH2:13][CH2:12][C:11]2=[O:15])[CH:7]=[C:6]([O:16][CH2:28][CH2:27][CH2:26][O:25][CH2:18][C:19]2[CH:24]=[CH:23][CH:22]=[CH:21][CH:20]=2)[CH:5]=1, predict the reactants needed to synthesize it. The reactants are: [CH3:1][O:2][C:3](=[O:17])[C:4]1[CH:9]=[C:8]([N:10]2[CH2:14][CH2:13][CH2:12][C:11]2=[O:15])[CH:7]=[C:6]([OH:16])[CH:5]=1.[CH2:18]([O:25][CH2:26][CH2:27][CH2:28]O)[C:19]1[CH:24]=[CH:23][CH:22]=[CH:21][CH:20]=1.C1(P(C2C=CC=CC=2)C2C=CC=CC=2)C=CC=CC=1.CCOC(/N=N/C(OCC)=O)=O. (3) Given the product [NH:22]1[CH2:23][CH2:24][C@H:20]([O:19][N:10]2[C:11](=[O:18])[C:12]3[C:17](=[CH:16][CH:15]=[CH:14][CH:13]=3)[C:9]2=[O:8])[CH2:21]1.[F:1][C:2]([F:7])([F:6])[C:3]([OH:5])=[O:4], predict the reactants needed to synthesize it. The reactants are: [F:1][C:2]([F:7])([F:6])[C:3]([OH:5])=[O:4].[O:8]=[C:9]1[C:17]2[C:12](=[CH:13][CH:14]=[CH:15][CH:16]=2)[C:11](=[O:18])[N:10]1[O:19][C@H:20]1[CH2:24][CH2:23][N:22](C(OC(C)(C)C)=O)[CH2:21]1. (4) Given the product [CH3:35][C:36]1[N:37]([CH2:47][C:48]([O:50][CH2:51][CH3:52])=[O:49])[C:38]2[CH2:39][CH2:40][C:41]([CH3:46])([CH3:45])[CH2:42][C:43]=2[C:44]=1[S:17][C:18]1[CH:23]=[CH:22][CH:21]=[CH:20][C:19]=1[S:24]([N:27]1[CH2:28][CH2:29][O:30][CH2:31][CH2:32]1)(=[O:25])=[O:26], predict the reactants needed to synthesize it. The reactants are: [O:30]1[CH2:29][CH2:28][N:27]([S:24]([C:19]2[CH:20]=[CH:21][CH:22]=[CH:23][C:18]=2[S:17][S:17][C:18]2[CH:23]=[CH:22][CH:21]=[CH:20][C:19]=2[S:24]([N:27]2[CH2:32][CH2:31][O:30][CH2:29][CH2:28]2)(=[O:26])=[O:25])(=[O:25])=[O:26])[CH2:32][CH2:31]1.II.[CH3:35][C:36]1[N:37]([CH2:47][C:48]([O:50][CH2:51][CH3:52])=[O:49])[C:38]2[CH2:39][CH2:40][C:41]([CH3:46])([CH3:45])[CH2:42][C:43]=2[CH:44]=1. (5) Given the product [OH:33][C:29]1[CH:28]=[C:27]([NH:26][C:22](=[O:24])[CH2:21][CH2:20][CH2:19][CH2:18][CH2:17][C:16]([NH:15][C:10]2[CH:11]=[CH:12][CH:13]=[CH:14][C:9]=2[NH:8][C:6](=[O:7])[O:5][C:1]([CH3:2])([CH3:3])[CH3:4])=[O:25])[CH:32]=[CH:31][CH:30]=1, predict the reactants needed to synthesize it. The reactants are: [C:1]([O:5][C:6]([NH:8][C:9]1[CH:14]=[CH:13][CH:12]=[CH:11][C:10]=1[NH:15][C:16](=[O:25])[CH2:17][CH2:18][CH2:19][CH2:20][CH2:21][C:22]([OH:24])=O)=[O:7])([CH3:4])([CH3:3])[CH3:2].[NH2:26][C:27]1[CH:28]=[C:29]([OH:33])[CH:30]=[CH:31][CH:32]=1.CN(C(ON1N=NC2C=CC=CC1=2)=[N+](C)C)C.F[P-](F)(F)(F)(F)F.CCN(C(C)C)C(C)C. (6) Given the product [I:1][C:2]1[C:3]([CH2:34][O:35][CH2:36][CH2:37][NH2:38])=[C:4]([I:33])[C:5]([CH2:21][O:22][CH2:23][CH2:24][NH2:25])=[C:6]([I:20])[C:7]=1[CH2:8][O:9][CH2:10][CH2:11][NH2:12], predict the reactants needed to synthesize it. The reactants are: [I:1][C:2]1[C:7]([CH2:8][O:9][CH2:10][CH2:11][NH:12]C(OC(C)(C)C)=O)=[C:6]([I:20])[C:5]([CH2:21][O:22][CH2:23][CH2:24][NH:25]C(OC(C)(C)C)=O)=[C:4]([I:33])[C:3]=1[CH2:34][O:35][CH2:36][CH2:37][NH:38]C(OC(C)(C)C)=O.FC(F)(F)C(O)=O.C(OCC)C.[OH-].[Na+]. (7) Given the product [C:1]([N:5]1[C:9]([C:10]2[CH:15]=[CH:14][C:13]([Cl:16])=[CH:12][CH:11]=2)=[CH:8][C:7]([CH2:17][CH2:18][CH2:19][N:31]2[CH2:30][CH2:29][N:28]([C:25]3[CH:24]=[CH:23][C:22]([Cl:21])=[CH:27][CH:26]=3)[CH2:33][CH2:32]2)=[N:6]1)([CH3:4])([CH3:3])[CH3:2], predict the reactants needed to synthesize it. The reactants are: [C:1]([N:5]1[C:9]([C:10]2[CH:15]=[CH:14][C:13]([Cl:16])=[CH:12][CH:11]=2)=[CH:8][C:7]([CH2:17][CH2:18][CH:19]=O)=[N:6]1)([CH3:4])([CH3:3])[CH3:2].[Cl:21][C:22]1[CH:27]=[CH:26][C:25]([N:28]2[CH2:33][CH2:32][NH:31][CH2:30][CH2:29]2)=[CH:24][CH:23]=1.CCN(C(C)C)C(C)C.[BH-](OC(C)=O)(OC(C)=O)OC(C)=O.[Na+].